Dataset: NCI-60 drug combinations with 297,098 pairs across 59 cell lines. Task: Regression. Given two drug SMILES strings and cell line genomic features, predict the synergy score measuring deviation from expected non-interaction effect. (1) Drug 1: CCC1=C2CN3C(=CC4=C(C3=O)COC(=O)C4(CC)O)C2=NC5=C1C=C(C=C5)O. Drug 2: CC1CCC2CC(C(=CC=CC=CC(CC(C(=O)C(C(C(=CC(C(=O)CC(OC(=O)C3CCCCN3C(=O)C(=O)C1(O2)O)C(C)CC4CCC(C(C4)OC)OCCO)C)C)O)OC)C)C)C)OC. Cell line: NCI-H322M. Synergy scores: CSS=4.58, Synergy_ZIP=-2.06, Synergy_Bliss=-1.40, Synergy_Loewe=-2.23, Synergy_HSA=-1.42. (2) Drug 1: C1CCN(CC1)CCOC2=CC=C(C=C2)C(=O)C3=C(SC4=C3C=CC(=C4)O)C5=CC=C(C=C5)O. Drug 2: C1C(C(OC1N2C=NC(=NC2=O)N)CO)O. Cell line: SF-295. Synergy scores: CSS=4.89, Synergy_ZIP=-2.04, Synergy_Bliss=1.14, Synergy_Loewe=-2.60, Synergy_HSA=-0.331. (3) Drug 1: CC(CN1CC(=O)NC(=O)C1)N2CC(=O)NC(=O)C2. Drug 2: C1CN(P(=O)(OC1)NCCCl)CCCl. Cell line: SF-295. Synergy scores: CSS=26.3, Synergy_ZIP=-8.67, Synergy_Bliss=-2.13, Synergy_Loewe=-12.5, Synergy_HSA=-1.44. (4) Drug 1: CN1C(=O)N2C=NC(=C2N=N1)C(=O)N. Drug 2: C(CCl)NC(=O)N(CCCl)N=O. Cell line: MALME-3M. Synergy scores: CSS=3.22, Synergy_ZIP=0.124, Synergy_Bliss=-1.67, Synergy_Loewe=-1.03, Synergy_HSA=-2.81. (5) Drug 1: C1=NC2=C(N1)C(=S)N=C(N2)N. Drug 2: CCC1=C2CN3C(=CC4=C(C3=O)COC(=O)C4(CC)O)C2=NC5=C1C=C(C=C5)O. Cell line: OVCAR-5. Synergy scores: CSS=37.8, Synergy_ZIP=-6.69, Synergy_Bliss=-7.03, Synergy_Loewe=-5.98, Synergy_HSA=-3.48. (6) Drug 1: C(=O)(N)NO. Drug 2: CN1C2=C(C=C(C=C2)N(CCCl)CCCl)N=C1CCCC(=O)O.Cl. Cell line: HL-60(TB). Synergy scores: CSS=21.6, Synergy_ZIP=-6.19, Synergy_Bliss=-3.73, Synergy_Loewe=0.315, Synergy_HSA=0.935. (7) Drug 1: CN(C)C1=NC(=NC(=N1)N(C)C)N(C)C. Drug 2: C1=NC2=C(N1)C(=S)N=CN2. Cell line: SNB-75. Synergy scores: CSS=0.423, Synergy_ZIP=-9.19, Synergy_Bliss=-16.8, Synergy_Loewe=-50.3, Synergy_HSA=-18.2. (8) Drug 1: CC(CN1CC(=O)NC(=O)C1)N2CC(=O)NC(=O)C2. Drug 2: C1=CC(=CC=C1C#N)C(C2=CC=C(C=C2)C#N)N3C=NC=N3. Cell line: SF-295. Synergy scores: CSS=17.6, Synergy_ZIP=-9.13, Synergy_Bliss=-7.31, Synergy_Loewe=-5.40, Synergy_HSA=-5.47. (9) Synergy scores: CSS=6.50, Synergy_ZIP=-2.31, Synergy_Bliss=4.80, Synergy_Loewe=-5.73, Synergy_HSA=4.55. Drug 1: CN(CCCl)CCCl.Cl. Drug 2: C(CN)CNCCSP(=O)(O)O. Cell line: SNB-19.